Dataset: Forward reaction prediction with 1.9M reactions from USPTO patents (1976-2016). Task: Predict the product of the given reaction. (1) The product is: [Cl:1][C:2]1[CH:3]=[CH:4][C:5]([N:37]2[CH:41]=[N:40][N:39]=[N:38]2)=[C:6]([C:8]2[CH:16]=[C:15]3[N:11]([C@H:12]([C:17]4[NH:18][C:19]([C:22]5[CH:23]=[C:24]([C:27]([O:29][CH2:55][O:54][C:48](=[O:53])[C:49]([CH3:52])([CH3:51])[CH3:50])=[O:28])[S:25][CH:26]=5)=[CH:20][N:21]=4)[CH2:13][CH2:14]3)[C:10](=[O:36])[CH:9]=2)[CH:7]=1. Given the reactants [Cl:1][C:2]1[CH:3]=[CH:4][C:5]([N:37]2[CH:41]=[N:40][N:39]=[N:38]2)=[C:6]([C:8]2[CH:16]=[C:15]3[N:11]([C@H:12]([C:17]4[N:18](C(OCC=C)=O)[C:19]([C:22]5[CH:23]=[C:24]([C:27]([OH:29])=[O:28])[S:25][CH:26]=5)=[CH:20][N:21]=4)[CH2:13][CH2:14]3)[C:10](=[O:36])[CH:9]=2)[CH:7]=1.C(=O)([O-])[O-].[K+].[K+].[C:48]([O:54][CH2:55]Cl)(=[O:53])[C:49]([CH3:52])([CH3:51])[CH3:50].O, predict the reaction product. (2) The product is: [CH:1]1([CH2:4][N:5]2[CH2:27][C@@H:26]([CH2:28][O:29][CH3:31])[N:8]3[C:9]4[CH:10]=[CH:11][C:12]([O:16][CH:17]5[CH2:18][CH2:19][N:20]([CH:23]([CH3:25])[CH3:24])[CH2:21][CH2:22]5)=[CH:13][C:14]=4[CH:15]=[C:7]3[C:6]2=[O:30])[CH2:3][CH2:2]1. Given the reactants [CH:1]1([CH2:4][N:5]2[CH2:27][C@@H:26]([CH2:28][OH:29])[N:8]3[C:9]4[CH:10]=[CH:11][C:12]([O:16][CH:17]5[CH2:22][CH2:21][N:20]([CH:23]([CH3:25])[CH3:24])[CH2:19][CH2:18]5)=[CH:13][C:14]=4[CH:15]=[C:7]3[C:6]2=[O:30])[CH2:3][CH2:2]1.[CH3:31]I.[H-].[Na+], predict the reaction product. (3) Given the reactants C([O:5][C:6](=O)[CH2:7][N:8]1[CH:12]=[C:11]([C:13]2[CH:22]=[C:21]3[C:16]([CH2:17][CH:18]([CH3:37])[N:19]([C:23]4[CH:28]=[C:27]([N:29]5[CH2:34][CH2:33][N:32]([CH3:35])[CH2:31][CH2:30]5)[N:26]=[C:25]([NH2:36])[N:24]=4)[CH2:20]3)=[CH:15][CH:14]=2)[CH:10]=[N:9]1)(C)(C)C.Cl.[CH3:40][NH:41][CH3:42], predict the reaction product. The product is: [NH2:36][C:25]1[N:24]=[C:23]([N:19]2[CH:18]([CH3:37])[CH2:17][C:16]3[C:21](=[CH:22][C:13]([C:11]4[CH:10]=[N:9][N:8]([CH2:7][C:6]([N:41]([CH3:42])[CH3:40])=[O:5])[CH:12]=4)=[CH:14][CH:15]=3)[CH2:20]2)[CH:28]=[C:27]([N:29]2[CH2:34][CH2:33][N:32]([CH3:35])[CH2:31][CH2:30]2)[N:26]=1. (4) The product is: [N:17]([C@H:7]1[C:11]([CH3:13])([CH3:12])[CH2:10][O:9][C:8]1=[O:14])=[N+:18]=[N-:19]. Given the reactants FC(F)(F)S(O[C@@H:7]1[C:11]([CH3:13])([CH3:12])[CH2:10][O:9][C:8]1=[O:14])(=O)=O.[N-:17]=[N+:18]=[N-:19].C([N+](CCCC)(CCCC)CCCC)CCC, predict the reaction product. (5) Given the reactants [NH2:1][OH:2].Cl.CC(O[Na])=O.[CH3:9][NH:10][C:11]1([C:18]2[CH:19]=[CH:20][CH:21]=[CH:22][C:23]=2[Cl:24])[C:16](=O)[CH2:15][CH2:14][CH2:13][CH2:12]1, predict the reaction product. The product is: [Cl:24][C:23]1[CH:22]=[CH:21][CH:20]=[CH:19][C:18]=1[C:11]1([NH:10][CH3:9])[CH2:12][CH2:13][CH2:14][CH2:15][C:16]1=[N:1][OH:2]. (6) Given the reactants C([O:8][C:9]1[CH:10]=[C:11]([CH:21]=[CH:22][C:23]=1[N:24]1[CH2:28][C:27](=[O:29])[NH:26][S:25]1(=[O:31])=[O:30])[CH2:12][C:13]1[CH:20]=[CH:19][CH:18]=[CH:17][C:14]=1[C:15]#[N:16])C1C=CC=CC=1, predict the reaction product. The product is: [NH2:16][CH2:15][C:14]1[CH:17]=[CH:18][CH:19]=[CH:20][C:13]=1[CH2:12][C:11]1[CH:21]=[CH:22][C:23]([N:24]2[S:25](=[O:31])(=[O:30])[NH:26][C:27](=[O:29])[CH2:28]2)=[C:9]([OH:8])[CH:10]=1.